This data is from Peptide-MHC class I binding affinity with 185,985 pairs from IEDB/IMGT. The task is: Regression. Given a peptide amino acid sequence and an MHC pseudo amino acid sequence, predict their binding affinity value. This is MHC class I binding data. (1) The peptide sequence is QAISPRTLNAW. The MHC is HLA-B35:03 with pseudo-sequence HLA-B35:03. The binding affinity (normalized) is 0. (2) The peptide sequence is KQLELFWVI. The MHC is HLA-C07:02 with pseudo-sequence HLA-C07:02. The binding affinity (normalized) is 0.0847. (3) The peptide sequence is MMILSFTPM. The MHC is H-2-Db with pseudo-sequence H-2-Db. The binding affinity (normalized) is 0.548. (4) The peptide sequence is NPANKEESI. The MHC is HLA-A02:12 with pseudo-sequence HLA-A02:12. The binding affinity (normalized) is 0.0847. (5) The peptide sequence is RLFFIDWEY. The MHC is HLA-B58:01 with pseudo-sequence HLA-B58:01. The binding affinity (normalized) is 0.515. (6) The peptide sequence is RVVDLYIGR. The MHC is HLA-B35:01 with pseudo-sequence HLA-B35:01. The binding affinity (normalized) is 0.0847. (7) The peptide sequence is RMFLAMITY. The MHC is HLA-A24:02 with pseudo-sequence HLA-A24:02. The binding affinity (normalized) is 0.0847. (8) The peptide sequence is GLYRLNFRR. The MHC is HLA-B15:01 with pseudo-sequence HLA-B15:01. The binding affinity (normalized) is 0.0847.